This data is from Drug-target binding data from BindingDB using IC50 measurements. The task is: Regression. Given a target protein amino acid sequence and a drug SMILES string, predict the binding affinity score between them. We predict pIC50 (pIC50 = -log10(IC50 in M); higher means more potent). Dataset: bindingdb_ic50. The compound is CNC(=O)C1(C)CN(C(C)C)C(=O)c2c(O)c(=O)c(-c3ncc(Cc4ccc(F)cc4)s3)cn21. The target protein (P12504) has sequence MENRWQVMIVWQVDRMRINTWKRLVKHHMYISRKAKDWFYRHHYESTNPKISSEVHIPLGDAKLVITTYWGLHTGERDWHLGQGVSIEWRKKRYSTQVDPDLADQLIHLHYFDCFSESAIRNTILGRIVSPRCEYQAGHNKVGSLQYLALAALIKPKQIKPPLPSVRKLTEDRWNKPQKTKGHRGSHTMNGH. The pIC50 is 7.8.